From a dataset of NCI-60 drug combinations with 297,098 pairs across 59 cell lines. Regression. Given two drug SMILES strings and cell line genomic features, predict the synergy score measuring deviation from expected non-interaction effect. Drug 1: CC12CCC(CC1=CCC3C2CCC4(C3CC=C4C5=CN=CC=C5)C)O. Drug 2: C1=CC(=CC=C1C#N)C(C2=CC=C(C=C2)C#N)N3C=NC=N3. Cell line: U251. Synergy scores: CSS=5.99, Synergy_ZIP=-2.34, Synergy_Bliss=1.13, Synergy_Loewe=-0.397, Synergy_HSA=1.08.